From a dataset of Full USPTO retrosynthesis dataset with 1.9M reactions from patents (1976-2016). Predict the reactants needed to synthesize the given product. (1) Given the product [Cl:14][C:12]1[C:13]2[N:8]([C:7]([CH:15]3[CH2:16][CH2:17][CH2:18]3)=[CH:6][C:5]=2[C:3]([NH:20][CH2:21][C:22]2([OH:31])[CH2:27][CH2:26][C:25]([F:29])([F:28])[CH:24]([CH3:30])[CH2:23]2)=[O:4])[CH:9]=[CH:10][CH:11]=1, predict the reactants needed to synthesize it. The reactants are: CO[C:3]([C:5]1[CH:6]=[C:7]([CH:15]2[CH2:18][CH2:17][CH2:16]2)[N:8]2[C:13]=1[C:12]([Cl:14])=[CH:11][CH:10]=[CH:9]2)=[O:4].Cl.[NH2:20][CH2:21][C:22]1([OH:31])[CH2:27][CH2:26][C:25]([F:29])([F:28])[CH:24]([CH3:30])[CH2:23]1.C(N(C(C)C)C(C)C)C.N12CCN(CC1)CC2.C[Al](C)C. (2) Given the product [NH2:11][CH:12]([CH2:23][CH2:24][P:25]([O:29][C:30]1[CH:35]=[CH:34][CH:33]=[C:32]([CH2:36][C:37]([OH:39])=[O:38])[CH:31]=1)([O:27][CH3:28])=[O:26])[C:13]([OH:15])=[O:14], predict the reactants needed to synthesize it. The reactants are: C(OC([NH:11][CH:12]([CH2:23][CH2:24][P:25]([O:29][C:30]1[CH:35]=[CH:34][CH:33]=[C:32]([CH2:36][C:37]([O:39]CC2C=CC=CC=2)=[O:38])[CH:31]=1)([O:27][CH3:28])=[O:26])[C:13]([O:15]CC1C=CC=CC=1)=[O:14])=O)C1C=CC=CC=1.[H][H]. (3) Given the product [NH2:1][C:2]1[N:3]=[N:4][C:5]([C:13]2[CH:14]=[CH:15][CH:16]=[CH:17][C:12]=2[S:11][CH2:9][CH3:10])=[CH:6][CH:7]=1, predict the reactants needed to synthesize it. The reactants are: [NH2:1][C:2]1[N:3]=[N:4][C:5](Cl)=[CH:6][CH:7]=1.[CH2:9]([S:11][C:12]1[CH:17]=[CH:16][CH:15]=[CH:14][C:13]=1B1OC(C)(C)C(C)(C)O1)[CH3:10].C1(P(C2CCCCC2)C2CCCCC2)CCCCC1.P([O-])([O-])([O-])=O.[K+].[K+].[K+].